From a dataset of Full USPTO retrosynthesis dataset with 1.9M reactions from patents (1976-2016). Predict the reactants needed to synthesize the given product. (1) Given the product [Cl:1][C:2]1[CH:3]=[C:4]([CH:29]=[CH:30][C:31]=1[Cl:32])[C:5]([NH:7][C:8]1[CH:28]=[CH:27][C:11]([CH2:12][C:13]2[N:18]3[CH:19]=[CH:20][N:21]=[C:17]3[C:16]([CH2:22][C:23]([OH:25])=[O:24])=[CH:15][N:14]=2)=[CH:10][CH:9]=1)=[O:6], predict the reactants needed to synthesize it. The reactants are: [Cl:1][C:2]1[CH:3]=[C:4]([CH:29]=[CH:30][C:31]=1[Cl:32])[C:5]([NH:7][C:8]1[CH:28]=[CH:27][C:11]([CH2:12][C:13]2[N:18]3[CH:19]=[CH:20][N:21]=[C:17]3[C:16]([CH2:22][C:23]([O:25]C)=[O:24])=[CH:15][N:14]=2)=[CH:10][CH:9]=1)=[O:6].[OH-].[Na+]. (2) Given the product [CH:1]1([C:4]2[O:8][N:7]=[C:6]([C:9]3[CH:14]=[CH:13][CH:12]=[CH:11][C:10]=3[O:15][C:16]([F:19])([F:18])[F:17])[C:5]=2[CH2:20][O:21][CH:22]2[CH2:23][CH2:24][N:25]([C:28]3[S:29][C:30]4[CH:36]=[C:35]([C:37]([NH:39][CH2:40][C:41]([OH:43])=[O:42])=[O:38])[CH:34]=[CH:33][C:31]=4[N:32]=3)[CH2:26][CH2:27]2)[CH2:3][CH2:2]1, predict the reactants needed to synthesize it. The reactants are: [CH:1]1([C:4]2[O:8][N:7]=[C:6]([C:9]3[CH:14]=[CH:13][CH:12]=[CH:11][C:10]=3[O:15][C:16]([F:19])([F:18])[F:17])[C:5]=2[CH2:20][O:21][CH:22]2[CH2:27][CH2:26][N:25]([C:28]3[S:29][C:30]4[CH:36]=[C:35]([C:37]([NH:39][CH2:40][C:41]([O:43]C)=[O:42])=[O:38])[CH:34]=[CH:33][C:31]=4[N:32]=3)[CH2:24][CH2:23]2)[CH2:3][CH2:2]1.[Li+].[OH-]. (3) Given the product [CH2:1]([O:6][C:7]1[CH:16]=[CH:15][C:14]2[C:9](=[CH:10][CH:11]=[CH:12][CH:13]=2)[C:8]=1[CH2:17][N:33]1[CH2:34][CH2:35][CH:30]([C:26]2[CH:25]=[C:24]([NH:23][C:21](=[O:22])[CH:20]([CH3:19])[CH3:36])[CH:29]=[CH:28][CH:27]=2)[CH2:31][CH2:32]1)[CH2:2][CH:3]([CH3:4])[CH3:5], predict the reactants needed to synthesize it. The reactants are: [CH2:1]([O:6][C:7]1[CH:16]=[CH:15][C:14]2[C:9](=[CH:10][CH:11]=[CH:12][CH:13]=2)[C:8]=1[CH:17]=O)[CH2:2][CH:3]([CH3:5])[CH3:4].[CH3:19][CH:20]([CH3:36])[C:21]([NH:23][C:24]1[CH:29]=[CH:28][CH:27]=[C:26]([CH:30]2[CH2:35][CH2:34][NH:33][CH2:32][CH2:31]2)[CH:25]=1)=[O:22]. (4) Given the product [CH3:27][N:2]([CH3:1])[CH2:3][CH2:4][S:5]([CH2:8][CH:9]([CH2:20][C:21]1[CH:22]=[CH:23][CH:24]=[CH:25][CH:26]=1)[C:10]([OH:12])=[O:11])(=[O:7])=[O:6], predict the reactants needed to synthesize it. The reactants are: [CH3:1][N:2]([CH3:27])[CH2:3][CH2:4][S:5]([CH2:8][CH:9]([CH2:20][C:21]1[CH:26]=[CH:25][CH:24]=[CH:23][CH:22]=1)[C:10]([O:12]CC1C=CC=CC=1)=[O:11])(=[O:7])=[O:6].